This data is from Forward reaction prediction with 1.9M reactions from USPTO patents (1976-2016). The task is: Predict the product of the given reaction. (1) Given the reactants [CH3:1][C:2]1[N:7]=[C:6]([NH2:8])[CH:5]=[CH:4][CH:3]=1.[Cl:9][C:10]1[CH:15]=[C:14]([Cl:16])[N:13]=[C:12]([C:17](O)=[O:18])[CH:11]=1, predict the reaction product. The product is: [Cl:9][C:10]1[CH:15]=[C:14]([Cl:16])[N:13]=[C:12]([C:17]([NH:8][C:6]2[CH:5]=[CH:4][CH:3]=[C:2]([CH3:1])[N:7]=2)=[O:18])[CH:11]=1. (2) Given the reactants [Cl:1][C:2]1[N:7]=[C:6]([N:8]2[CH2:13][CH2:12][O:11][CH2:10][C@@H:9]2C)[N:5]=[C:4]([C:15]2[CH:20]=[CH:19][C:18]([NH:21][C:22]([NH:24][CH2:25][CH3:26])=[O:23])=[CH:17][CH:16]=2)[CH:3]=1.ClC1C=C(Cl)N=C(N2CCOCC2)N=1, predict the reaction product. The product is: [Cl:1][C:2]1[N:7]=[C:6]([N:8]2[CH2:9][CH2:10][O:11][CH2:12][CH2:13]2)[N:5]=[C:4]([C:15]2[CH:16]=[CH:17][C:18]([NH:21][C:22]([NH:24][CH2:25][CH3:26])=[O:23])=[CH:19][CH:20]=2)[CH:3]=1. (3) Given the reactants [C:1]([C:5]1[CH:10]=[CH:9][C:8]([N:11]2[C:15](=[O:16])[C:14](=[C:17]([NH:19][NH:20][C:21]([N:23]3[CH2:28][CH2:27][CH:26]([C:29]([O:31]C)=[O:30])[CH2:25][CH2:24]3)=[S:22])[CH3:18])[C:13]([CH3:33])=[N:12]2)=[CH:7][CH:6]=1)([CH3:4])([CH3:3])[CH3:2].[OH-].[Na+].Cl.O, predict the reaction product. The product is: [C:1]([C:5]1[CH:6]=[CH:7][C:8]([N:11]2[C:15](=[O:16])[C:14](=[C:17]([NH:19][NH:20][C:21]([N:23]3[CH2:24][CH2:25][CH:26]([C:29]([OH:31])=[O:30])[CH2:27][CH2:28]3)=[S:22])[CH3:18])[C:13]([CH3:33])=[N:12]2)=[CH:9][CH:10]=1)([CH3:2])([CH3:3])[CH3:4]. (4) Given the reactants [CH2:1]([NH:3][S:4]([CH2:7][C:8]1[CH:13]=[CH:12][CH:11]=[CH:10][CH:9]=1)(=[O:6])=[O:5])[CH3:2].CC(C)([O-])C.[K+].[C:20](OCC)(=[O:24])[C:21]([O-])=[O:22].Cl, predict the reaction product. The product is: [CH2:1]([N:3]1[C:21](=[O:22])[C:20]([OH:24])=[C:7]([C:8]2[CH:13]=[CH:12][CH:11]=[CH:10][CH:9]=2)[S:4]1(=[O:5])=[O:6])[CH3:2]. (5) Given the reactants [Br:1][C:2]1[CH:3]=[CH:4][C:5]([Cl:17])=[C:6]([CH:16]=1)[CH2:7][C:8]1[CH:15]=[CH:14][C:11]([CH:12]=O)=[CH:10][CH:9]=1.[C:18]([O-])(O)=O.[Na+], predict the reaction product. The product is: [Br:1][C:2]1[CH:3]=[CH:4][C:5]([Cl:17])=[C:6]([CH2:7][C:8]2[CH:15]=[CH:14][C:11]([CH:12]=[CH2:18])=[CH:10][CH:9]=2)[CH:16]=1.